This data is from Reaction yield outcomes from USPTO patents with 853,638 reactions. The task is: Predict the reaction yield, written as a fraction of the theoretical maximum amount of product (1.0 means a 100% yield; for example, 0.34 means a 34% yield). (1) The reactants are [F:1][C:2]1[N:7]=[C:6]([NH2:8])[CH:5]=[CH:4][C:3]=1[CH2:9][C:10]1[C:18]2[C:13](=[N:14][CH:15]=[C:16]([CH3:19])[CH:17]=2)[NH:12][CH:11]=1.[F:20][C:21]1[CH:22]=[C:23]([CH:29]=O)[C:24](=[O:28])[N:25]([CH3:27])[CH:26]=1.C([SiH](CC)CC)C.FC(F)(F)C(O)=O. The catalyst is C(#N)C. The product is [F:20][C:21]1[CH:22]=[C:23]([CH2:29][NH:8][C:6]2[CH:5]=[CH:4][C:3]([CH2:9][C:10]3[C:18]4[C:13](=[N:14][CH:15]=[C:16]([CH3:19])[CH:17]=4)[NH:12][CH:11]=3)=[C:2]([F:1])[N:7]=2)[C:24](=[O:28])[N:25]([CH3:27])[CH:26]=1. The yield is 0.503. (2) The reactants are [NH2:1][C:2]1[CH:7]=[CH:6][C:5]([Br:8])=[CH:4][C:3]=1[CH2:9][OH:10].Cl[C:12](Cl)([O:14]C(=O)OC(Cl)(Cl)Cl)Cl. The catalyst is C1COCC1. The product is [Br:8][C:5]1[CH:6]=[CH:7][C:2]2[NH:1][C:12](=[O:14])[O:10][CH2:9][C:3]=2[CH:4]=1. The yield is 0.960. (3) The catalyst is C(O)(=O)C.O. The product is [Br:1][C:16]1[C:15](=[O:18])[NH:14][C:13]2[N:9]([C:3]3[CH:4]=[CH:5][CH:6]=[CH:7][CH:8]=3)[N:10]=[CH:11][C:12]=2[CH:17]=1. The yield is 0.680. The reactants are [Br:1]Br.[C:3]1([N:9]2[C:13]3[NH:14][C:15](=[O:18])[CH:16]=[CH:17][C:12]=3[CH:11]=[N:10]2)[CH:8]=[CH:7][CH:6]=[CH:5][CH:4]=1.